From a dataset of Forward reaction prediction with 1.9M reactions from USPTO patents (1976-2016). Predict the product of the given reaction. (1) Given the reactants C(O[C:4]([CH:6]1[C:14](=[O:15])[C:13]2[CH:12]=[N:11][CH:10]=[CH:9][C:8]=2[C:7]1=[O:16])=[O:5])C.[Cl:17][C:18]1[CH:19]=[C:20]([NH2:24])[CH:21]=[CH:22][CH:23]=1, predict the reaction product. The product is: [Cl:17][C:18]1[CH:19]=[C:20]([NH:24][C:4]([CH:6]2[C:14](=[O:15])[C:13]3[CH:12]=[N:11][CH:10]=[CH:9][C:8]=3[C:7]2=[O:16])=[O:5])[CH:21]=[CH:22][CH:23]=1. (2) Given the reactants [CH:1]1([C:6]([O:8][CH2:9][CH2:10][CH2:11][CH3:12])=[O:7])[CH2:5][CH2:4][CH2:3][CH2:2]1.[Br:13][CH2:14][CH2:15][CH2:16][CH2:17][CH2:18]Br.[Li+].CC([N-]C(C)C)C, predict the reaction product. The product is: [Br:13][CH2:14][CH2:15][CH2:16][CH2:17][CH2:18][C:1]1([C:6]([O:8][CH2:9][CH2:10][CH2:11][CH3:12])=[O:7])[CH2:5][CH2:4][CH2:3][CH2:2]1. (3) Given the reactants [F:1][C:2]1[CH:25]=[CH:24][CH:23]=[C:22]([F:26])[C:3]=1[CH2:4][O:5][C:6]1[C:7]2[N:8]([C:13]([C:17]([O:19]CC)=[O:18])=[C:14]([CH3:16])[N:15]=2)[CH:9]=[C:10]([CH3:12])[N:11]=1.[OH-].[Na+], predict the reaction product. The product is: [F:1][C:2]1[CH:25]=[CH:24][CH:23]=[C:22]([F:26])[C:3]=1[CH2:4][O:5][C:6]1[C:7]2[N:8]([C:13]([C:17]([OH:19])=[O:18])=[C:14]([CH3:16])[N:15]=2)[CH:9]=[C:10]([CH3:12])[N:11]=1. (4) Given the reactants F[C:2]1[CH:7]=[C:6]([F:8])[CH:5]=[CH:4][C:3]=1[C:9]1[N:14]=[CH:13][N:12]=[C:11]([NH:15][C:16]2[CH:21]=[CH:20][CH:19]=[C:18]([CH2:22][S:23]([CH3:26])(=[O:25])=[O:24])[CH:17]=2)[N:10]=1.[F:27][C:28]1[CH:29]=[C:30]([CH:33]=[C:34]([C:36]([F:39])([F:38])[F:37])[CH:35]=1)[CH2:31][OH:32], predict the reaction product. The product is: [F:8][C:6]1[CH:5]=[CH:4][C:3]([C:9]2[N:14]=[CH:13][N:12]=[C:11]([NH:15][C:16]3[CH:21]=[CH:20][CH:19]=[C:18]([CH2:22][S:23]([CH3:26])(=[O:25])=[O:24])[CH:17]=3)[N:10]=2)=[C:2]([O:32][CH2:31][C:30]2[CH:33]=[C:34]([C:36]([F:37])([F:38])[F:39])[CH:35]=[C:28]([F:27])[CH:29]=2)[CH:7]=1. (5) Given the reactants COCC1CCCCN1C1N=CN=C(NC2C=C(CS(N)(=O)=O)C=CC=2)N=1.Cl[C:29]1[N:34]=[CH:33][N:32]=[C:31]([NH:35][C:36]2[CH:37]=[C:38]([CH2:42][S:43]([NH2:46])(=[O:45])=[O:44])[CH:39]=[CH:40][CH:41]=2)[N:30]=1.[C:47]1([NH:53][CH2:54][C@H:55]2[CH2:59][CH2:58][CH2:57][NH:56]2)[CH:52]=[CH:51][CH:50]=[CH:49][CH:48]=1, predict the reaction product. The product is: [C:47]1([NH:53][CH2:54][C@H:55]2[CH2:59][CH2:58][CH2:57][N:56]2[C:29]2[N:34]=[CH:33][N:32]=[C:31]([NH:35][C:36]3[CH:37]=[C:38]([CH2:42][S:43]([NH2:46])(=[O:45])=[O:44])[CH:39]=[CH:40][CH:41]=3)[N:30]=2)[CH:48]=[CH:49][CH:50]=[CH:51][CH:52]=1.